Dataset: Full USPTO retrosynthesis dataset with 1.9M reactions from patents (1976-2016). Task: Predict the reactants needed to synthesize the given product. (1) Given the product [F:16][C:7]1[CH:6]=[C:5]2[C:10]([N:11]=[C:2]([N:20]([CH3:19])[CH:21]([CH3:23])[CH3:22])[C:3](=[O:17])[NH:4]2)=[CH:9][C:8]=1[C:12]([O:14][CH3:15])=[O:13], predict the reactants needed to synthesize it. The reactants are: Cl[C:2]1[C:3](=[O:17])[NH:4][C:5]2[C:10]([N:11]=1)=[CH:9][C:8]([C:12]([O:14][CH3:15])=[O:13])=[C:7]([F:16])[CH:6]=2.C[CH2:19][N:20](C(C)C)[CH:21]([CH3:23])[CH3:22].CNC(C)C. (2) Given the product [CH:10]1[C:11]2[CH2:12][CH2:13][CH:14]=[CH:15][C:16]=2[CH:17]=[CH:18][C:9]=1[NH:8][C:5](=[O:7])[CH3:6], predict the reactants needed to synthesize it. The reactants are: [BH4-].[Na+].CO.[C:5]([NH:8][C:9]1[CH:10]=[C:11]2[C:16](=[CH:17][CH:18]=1)[C:15](=O)[CH2:14][CH2:13][CH2:12]2)(=[O:7])[CH3:6].C1(C)C=CC(S(O)(=O)=O)=CC=1. (3) Given the product [F:58][C:59]1[CH:60]=[CH:61][C:62]([S:65]([C:68]2[CH:73]=[CH:72][C:71]([NH:74][CH:75]3[CH2:80][CH2:79][N:78]([C:19](=[O:20])[CH2:18][CH2:17][CH2:16][N:13]4[CH2:14][CH2:15][N:10]([C:7]5[CH:6]=[CH:5][C:4]([C:3]([F:2])([F:23])[F:22])=[CH:9][CH:8]=5)[CH2:11][CH2:12]4)[CH2:77][CH2:76]3)=[CH:70][CH:69]=2)(=[O:67])=[O:66])=[CH:63][CH:64]=1, predict the reactants needed to synthesize it. The reactants are: [Li+].[F:2][C:3]([F:23])([F:22])[C:4]1[CH:9]=[CH:8][C:7]([N:10]2[CH2:15][CH2:14][N:13]([CH2:16][CH2:17][CH2:18][C:19]([O-])=[O:20])[CH2:12][CH2:11]2)=[CH:6][CH:5]=1.C(N(C(C)C)CC)(C)C.F[P-](F)(F)(F)(F)F.CN(C)C(ON1C2C=CC=CC=2N=N1)=[N+](C)C.Cl.[F:58][C:59]1[CH:64]=[CH:63][C:62]([S:65]([C:68]2[CH:73]=[CH:72][C:71]([NH:74][CH:75]3[CH2:80][CH2:79][NH:78][CH2:77][CH2:76]3)=[CH:70][CH:69]=2)(=[O:67])=[O:66])=[CH:61][CH:60]=1. (4) Given the product [C:1]1([C:7]([C:17]2[CH:22]=[CH:21][CH:20]=[CH:19][CH:18]=2)([C:11]2[CH:16]=[CH:15][CH:14]=[CH:13][CH:12]=2)[C:8]([Cl:26])=[O:9])[CH:6]=[CH:5][CH:4]=[CH:3][CH:2]=1, predict the reactants needed to synthesize it. The reactants are: [C:1]1([C:7]([C:17]2[CH:22]=[CH:21][CH:20]=[CH:19][CH:18]=2)([C:11]2[CH:16]=[CH:15][CH:14]=[CH:13][CH:12]=2)[C:8](O)=[O:9])[CH:6]=[CH:5][CH:4]=[CH:3][CH:2]=1.C(Cl)(=O)C([Cl:26])=O.Cl. (5) Given the product [O:12]=[C:11]1[CH2:10][CH2:9][N:8]([C:20]([O:22][C:23]([CH3:26])([CH3:25])[CH3:24])=[O:21])[CH2:7][CH:6]1[C:4]([O:3][CH2:2][CH3:1])=[O:5], predict the reactants needed to synthesize it. The reactants are: [CH3:1][CH2:2][O:3][C:4]([CH:6]1[C:11](=[O:12])[CH2:10][CH2:9][NH:8][CH2:7]1)=[O:5].Cl.C(=O)([O-])[O-].[K+].[K+].[C:20](O[C:20]([O:22][C:23]([CH3:26])([CH3:25])[CH3:24])=[O:21])([O:22][C:23]([CH3:26])([CH3:25])[CH3:24])=[O:21]. (6) Given the product [C:21]([NH:1][CH:2]([P:3](=[O:10])([O:7][CH2:8][CH3:9])[O:4][CH2:5][CH3:6])[P:11](=[O:18])([O:12][CH2:13][CH3:14])[O:15][CH2:16][CH3:17])(=[O:22])[CH2:20][SH:19], predict the reactants needed to synthesize it. The reactants are: [NH2:1][CH:2]([P:11](=[O:18])([O:15][CH2:16][CH3:17])[O:12][CH2:13][CH3:14])[P:3](=[O:10])([O:7][CH2:8][CH3:9])[O:4][CH2:5][CH3:6].[SH:19][CH2:20][C:21](O)=[O:22].